The task is: Predict the product of the given reaction.. This data is from Forward reaction prediction with 1.9M reactions from USPTO patents (1976-2016). (1) Given the reactants [ClH:1].[OH:2][C:3]1([CH3:17])[CH2:8][CH2:7][CH:6]([NH:9]C(=O)OC(C)(C)C)[CH2:5][CH2:4]1, predict the reaction product. The product is: [ClH:1].[NH2:9][CH:6]1[CH2:7][CH2:8][C:3]([CH3:17])([OH:2])[CH2:4][CH2:5]1. (2) Given the reactants [C:1]1([S:7]([CH2:10][CH2:11][CH2:12][CH2:13][O:14]C(=O)C)(=[O:9])=[O:8])[CH:6]=[CH:5][CH:4]=[CH:3][CH:2]=1.[OH-].[Na+], predict the reaction product. The product is: [C:1]1([S:7]([CH2:10][CH2:11][CH2:12][CH2:13][OH:14])(=[O:8])=[O:9])[CH:2]=[CH:3][CH:4]=[CH:5][CH:6]=1.